This data is from Forward reaction prediction with 1.9M reactions from USPTO patents (1976-2016). The task is: Predict the product of the given reaction. (1) Given the reactants [O:1]1[C:5]2[C:6]([CH2:10][OH:11])=[CH:7][CH:8]=[CH:9][C:4]=2[O:3][CH2:2]1.[N:12]1([C:17](N2C=CN=C2)=[O:18])[CH:16]=[CH:15][N:14]=[CH:13]1, predict the reaction product. The product is: [N:12]1([C:17]([O:11][CH2:10][C:6]2[C:5]3[O:1][CH2:2][O:3][C:4]=3[CH:9]=[CH:8][CH:7]=2)=[O:18])[CH:16]=[CH:15][N:14]=[CH:13]1. (2) Given the reactants F[C:2]1[CH:7]=[CH:6][CH:5]=[C:4](F)[C:3]=1[N+:9]([O-:11])=[O:10].[CH3:12][O:13][C:14](=[O:24])[CH2:15][CH:16]([NH2:23])[C:17]1[CH:22]=[CH:21][CH:20]=[CH:19][CH:18]=1.C(=O)([O-])[O-].[K+].[K+].[NH:31]1[CH2:36][CH2:35][CH:34]([C:37]([OH:39])=[O:38])[CH2:33][CH2:32]1, predict the reaction product. The product is: [CH3:12][O:13][C:14](=[O:24])[CH2:15][CH:16]([NH:23][C:2]1[C:3]([N+:9]([O-:11])=[O:10])=[C:4]([N:31]2[CH2:36][CH2:35][CH:34]([C:37]([OH:39])=[O:38])[CH2:33][CH2:32]2)[CH:5]=[CH:6][CH:7]=1)[C:17]1[CH:22]=[CH:21][CH:20]=[CH:19][CH:18]=1.